From a dataset of Peptide-MHC class I binding affinity with 185,985 pairs from IEDB/IMGT. Regression. Given a peptide amino acid sequence and an MHC pseudo amino acid sequence, predict their binding affinity value. This is MHC class I binding data. (1) The binding affinity (normalized) is 0.0847. The peptide sequence is RQRAVRMVL. The MHC is HLA-B27:05 with pseudo-sequence HLA-B27:05. (2) The peptide sequence is KLDDDTDIW. The MHC is Mamu-B17 with pseudo-sequence Mamu-B17. The binding affinity (normalized) is 0.468. (3) The peptide sequence is QTYDWTLNR. The MHC is HLA-A24:02 with pseudo-sequence HLA-A24:02. The binding affinity (normalized) is 0.0847. (4) The peptide sequence is VLLGVVFGV. The MHC is HLA-A68:02 with pseudo-sequence HLA-A68:02. The binding affinity (normalized) is 0.169. (5) The peptide sequence is FQPQTGQFI. The MHC is H-2-Db with pseudo-sequence H-2-Db. The binding affinity (normalized) is 0.0628. (6) The peptide sequence is RGPYRAFVTI. The MHC is HLA-A11:01 with pseudo-sequence HLA-A11:01. The binding affinity (normalized) is 0. (7) The peptide sequence is FTWYGIAAL. The MHC is HLA-A03:01 with pseudo-sequence HLA-A03:01. The binding affinity (normalized) is 0.0142. (8) The peptide sequence is RERIRYFHY. The MHC is HLA-A01:01 with pseudo-sequence HLA-A01:01. The binding affinity (normalized) is 0.0847. (9) The peptide sequence is AHKYQVPSL. The MHC is Mamu-A20102 with pseudo-sequence Mamu-A20102. The binding affinity (normalized) is 0.299. (10) The peptide sequence is FRYNGLIHR. The MHC is Patr-A0301 with pseudo-sequence Patr-A0301. The binding affinity (normalized) is 0.264.